This data is from Catalyst prediction with 721,799 reactions and 888 catalyst types from USPTO. The task is: Predict which catalyst facilitates the given reaction. (1) Reactant: [CH2:1]([O:3][C:4]1[C:5]([OH:13])=[C:6]([CH:9]=[CH:10][C:11]=1[F:12])[CH:7]=[O:8])[CH3:2].N1C=CC=CC=1.[F:20][C:21]([F:34])([F:33])[S:22](O[S:22]([C:21]([F:34])([F:33])[F:20])(=[O:24])=[O:23])(=[O:24])=[O:23]. Product: [CH2:1]([O:3][C:4]1[C:11]([F:12])=[CH:10][CH:9]=[C:6]([CH:7]=[O:8])[C:5]=1[O:13][S:22]([C:21]([F:34])([F:33])[F:20])(=[O:24])=[O:23])[CH3:2]. The catalyst class is: 4. (2) Reactant: C[N:2](C)[CH:3]=[C:4]([C:7]1[CH:12]=[C:11]([CH3:13])[N:10]=[C:9]([CH3:14])[CH:8]=1)[C:5]#[N:6].O.[NH2:17]N. Product: [CH3:13][C:11]1[CH:12]=[C:7]([C:4]2[CH:5]=[N:6][NH:2][C:3]=2[NH2:17])[CH:8]=[C:9]([CH3:14])[N:10]=1. The catalyst class is: 8.